Dataset: Catalyst prediction with 721,799 reactions and 888 catalyst types from USPTO. Task: Predict which catalyst facilitates the given reaction. Reactant: [N+:1]([C:4]1[CH:8]=[CH:7][NH:6][N:5]=1)([O-:3])=[O:2].C(=O)([O-])[O-].[K+].[K+].[CH3:15][C:16]1([CH3:19])[O:18][CH2:17]1. Product: [CH3:15][C:16]([OH:18])([CH3:19])[CH2:17][N:6]1[CH:7]=[CH:8][C:4]([N+:1]([O-:3])=[O:2])=[N:5]1. The catalyst class is: 35.